Dataset: Reaction yield outcomes from USPTO patents with 853,638 reactions. Task: Predict the reaction yield, written as a fraction of the theoretical maximum amount of product (1.0 means a 100% yield; for example, 0.34 means a 34% yield). (1) The reactants are [CH3:1][C:2]1[CH:9]=[CH:8][CH:7]=[C:6]([CH3:10])[C:3]=1[CH:4]=O.[CH3:11][S:12]([CH2:14][S:15][CH3:16])=[O:13].[OH-].C([N+](C)(C)C)C1C=CC=CC=1. The catalyst is O1CCOCC1. The product is [CH3:11][S:12]([C:14]([S:15][CH3:16])=[CH:4][C:3]1[C:2]([CH3:1])=[CH:9][CH:8]=[CH:7][C:6]=1[CH3:10])=[O:13]. The yield is 0.680. (2) The reactants are [NH2:1][S:2]([C:5]1[CH:6]=[C:7]([CH:11]=[CH:12][CH:13]=1)[C:8]([OH:10])=[O:9])(=[O:4])=[O:3].S(Cl)(Cl)=O.[CH3:18]O. No catalyst specified. The product is [NH2:1][S:2]([C:5]1[CH:6]=[C:7]([CH:11]=[CH:12][CH:13]=1)[C:8]([O:10][CH3:18])=[O:9])(=[O:3])=[O:4]. The yield is 0.730. (3) The reactants are [Br:1][C:2]1[S:6][N:5]=[C:4]([CH2:7]Br)[CH:3]=1.C(N(CC)CC)C.[NH:16]1[CH2:21][CH2:20][CH2:19][CH2:18][CH2:17]1. The catalyst is C(Cl)Cl. The product is [Br:1][C:2]1[S:6][N:5]=[C:4]([CH2:7][N:16]2[CH2:21][CH2:20][CH2:19][CH2:18][CH2:17]2)[CH:3]=1. The yield is 0.970. (4) The reactants are [Br:1][C:2]1[CH:3]=[C:4]([C:8]2([C:18]3[CH:23]=[CH:22][CH:21]=[C:20]([OH:24])[CH:19]=3)[C:12]3=[N:13][CH2:14][CH2:15][CH2:16][N:11]3[C:10](=[S:17])[NH:9]2)[CH:5]=[CH:6][CH:7]=1.[CH:25]1([S:28](Cl)(=[O:30])=[O:29])[CH2:27][CH2:26]1. No catalyst specified. The product is [CH:25]1([S:28]([O:24][C:20]2[CH:21]=[CH:22][CH:23]=[C:18]([C:8]3([C:4]4[CH:5]=[CH:6][CH:7]=[C:2]([Br:1])[CH:3]=4)[C:12]4=[N:13][CH2:14][CH2:15][CH2:16][N:11]4[C:10](=[S:17])[NH:9]3)[CH:19]=2)(=[O:30])=[O:29])[CH2:27][CH2:26]1. The yield is 0.380. (5) The reactants are [NH2:1][C:2]1[S:3][C:4]2[CH:10]=[C:9]([S:11][C:12]([CH3:17])([CH3:16])[C:13]([OH:15])=O)[CH:8]=[CH:7][C:5]=2[N:6]=1.Cl.CN(C)[CH2:21][CH2:22][CH2:23][N:24]=[C:25]=NCC.N1CCCC1. The catalyst is CN(C)C1C=CN=CC=1.CN(C)C=O. The product is [NH2:1][C:2]1[S:3][C:4]2[CH:10]=[C:9]([S:11][C:12]([CH3:17])([CH3:16])[C:13]([N:24]3[CH2:25][CH2:21][CH2:22][CH2:23]3)=[O:15])[CH:8]=[CH:7][C:5]=2[N:6]=1. The yield is 0.430. (6) The reactants are [NH2:1][C:2](=[O:34])[CH2:3][O:4][C:5]1[CH:6]=[C:7]2[C:12](=[CH:13][CH:14]=1)[C:11](=[O:15])[N:10]([CH2:16][CH:17]([CH3:19])[CH3:18])[C:9]([CH2:20][NH:21]C(=O)OC(C)(C)C)=[C:8]2[C:29]1[S:30][CH:31]=[CH:32][CH:33]=1.[ClH:35]. The catalyst is C(OCC)(=O)C. The product is [ClH:35].[NH2:21][CH2:20][C:9]1[N:10]([CH2:16][CH:17]([CH3:19])[CH3:18])[C:11](=[O:15])[C:12]2[C:7]([C:8]=1[C:29]1[S:30][CH:31]=[CH:32][CH:33]=1)=[CH:6][C:5]([O:4][CH2:3][C:2]([NH2:1])=[O:34])=[CH:14][CH:13]=2. The yield is 0.917. (7) The reactants are [CH:1]1([C@H:4]2[CH2:8][O:7][C:6](=[O:9])[NH:5]2)[CH2:3][CH2:2]1.[Cl:10][C:11]1[N:16]=[C:15](Cl)[CH:14]=[C:13]([Cl:18])[N:12]=1.[H-].[Na+]. The catalyst is CN(C=O)C.CCOC(C)=O. The product is [CH:1]1([C@H:4]2[CH2:8][O:7][C:6](=[O:9])[N:5]2[C:15]2[CH:14]=[C:13]([Cl:18])[N:12]=[C:11]([Cl:10])[N:16]=2)[CH2:3][CH2:2]1. The yield is 0.620.